This data is from Catalyst prediction with 721,799 reactions and 888 catalyst types from USPTO. The task is: Predict which catalyst facilitates the given reaction. The catalyst class is: 58. Product: [N+:14]([C:11]1[CH:12]=[CH:13][C:8]([N:1]2[CH2:6][CH2:5][CH2:4][CH2:3][CH2:2]2)=[CH:9][CH:10]=1)([O-:16])=[O:15]. Reactant: [NH:1]1[CH2:6][CH2:5][CH2:4][CH2:3][CH2:2]1.F[C:8]1[CH:13]=[CH:12][C:11]([N+:14]([O-:16])=[O:15])=[CH:10][CH:9]=1.